From a dataset of Peptide-MHC class I binding affinity with 185,985 pairs from IEDB/IMGT. Regression. Given a peptide amino acid sequence and an MHC pseudo amino acid sequence, predict their binding affinity value. This is MHC class I binding data. The peptide sequence is LESLTDREL. The MHC is HLA-B39:01 with pseudo-sequence HLA-B39:01. The binding affinity (normalized) is 0.0847.